From a dataset of Forward reaction prediction with 1.9M reactions from USPTO patents (1976-2016). Predict the product of the given reaction. (1) Given the reactants [Cl:1][C:2]1[CH:3]=[C:4]([C:8]2([CH2:18][NH:19][C:20](=[O:25])[C:21]([F:24])([F:23])[F:22])[CH2:17][CH2:16][C:11]3(OCC[O:12]3)[CH2:10][CH2:9]2)[CH:5]=[CH:6][CH:7]=1, predict the reaction product. The product is: [Cl:1][C:2]1[CH:3]=[C:4]([C:8]2([CH2:18][NH:19][C:20](=[O:25])[C:21]([F:23])([F:24])[F:22])[CH2:9][CH2:10][C:11](=[O:12])[CH2:16][CH2:17]2)[CH:5]=[CH:6][CH:7]=1. (2) Given the reactants [NH2:1][C:2]1[N:10]=[CH:9][N:8]=[C:7]2[C:3]=1[NH:4][C:5](=[S:11])[NH:6]2.F[B-](F)(F)F.[I:17][C:18]1[CH:23]=[CH:22][C:21]([O:24][CH3:25])=[CH:20][C:19]=1[N+]#N.C([O-])(O)=O.[Na+], predict the reaction product. The product is: [I:17][C:18]1[CH:23]=[CH:22][C:21]([O:24][CH3:25])=[CH:20][C:19]=1[S:11][C:5]1[NH:6][C:7]2[C:3]([N:4]=1)=[C:2]([NH2:1])[N:10]=[CH:9][N:8]=2. (3) Given the reactants [Cl:1][C:2]1[CH:3]=[CH:4][C:5](I)=[C:6]([CH:9]=1)[CH2:7][OH:8].[H-].[Na+].C([Li])CCC.[F:18][CH:19]([F:30])[CH:20]=[N:21][C:22]1[CH:27]=[CH:26][C:25]([O:28][CH3:29])=[CH:24][CH:23]=1, predict the reaction product. The product is: [Cl:1][C:2]1[CH:3]=[CH:4][C:5]([CH:20]([NH:21][C:22]2[CH:27]=[CH:26][C:25]([O:28][CH3:29])=[CH:24][CH:23]=2)[CH:19]([F:30])[F:18])=[C:6]([CH2:7][OH:8])[CH:9]=1.